Task: Predict the reaction yield, written as a fraction of the theoretical maximum amount of product (1.0 means a 100% yield; for example, 0.34 means a 34% yield).. Dataset: Reaction yield outcomes from USPTO patents with 853,638 reactions (1) The reactants are Br[C:2]1[CH:11]=[CH:10][C:9]2[C:4](=[CH:5][CH:6]=[C:7]([O:12][C@H:13]3[CH2:18][CH2:17][C@H:16]([C:19]([CH3:22])([CH3:21])[CH3:20])[CH2:15][CH2:14]3)[CH:8]=2)[CH:3]=1.[Li]CCCC.CN([CH:31]=[O:32])C.Cl. The catalyst is C1COCC1. The product is [C:19]([C@H:16]1[CH2:17][CH2:18][C@H:13]([O:12][C:7]2[CH:8]=[C:9]3[C:4](=[CH:5][CH:6]=2)[CH:3]=[C:2]([CH:31]=[O:32])[CH:11]=[CH:10]3)[CH2:14][CH2:15]1)([CH3:22])([CH3:21])[CH3:20]. The yield is 0.600. (2) The reactants are [OH:1][C:2]1[CH:3]=[C:4]([CH2:9][C:10]#[N:11])[CH:5]=[CH:6][C:7]=1[OH:8].CO[C:14](OC)([CH3:16])[CH3:15].CC1C=CC(S(O)(=O)=O)=CC=1. The catalyst is C1(C)C=CC=CC=1. The product is [CH3:15][C:14]1([CH3:16])[O:8][C:7]2[CH:6]=[CH:5][C:4]([CH2:9][C:10]#[N:11])=[CH:3][C:2]=2[O:1]1. The yield is 0.200. (3) The reactants are [C:1]([O:7]C)(=O)[CH2:2][C:3]([CH3:5])=O.[CH3:9][C:10]1[CH:15]=[C:14]([CH3:16])[CH:13]=[C:12]([CH3:17])[C:11]=1[C:18]1[CH:22]=[N:21][NH:20][C:19]=1[NH2:23].C(O)C. The catalyst is C(O)(=O)C. The product is [CH3:5][C:3]1[NH:23][C:19]2[N:20]([N:21]=[CH:22][C:18]=2[C:11]2[C:12]([CH3:17])=[CH:13][C:14]([CH3:16])=[CH:15][C:10]=2[CH3:9])[C:1](=[O:7])[CH:2]=1. The yield is 0.452. (4) The reactants are [NH2:1][C:2]1[N:7]=[CH:6][N:5]=[C:4]2[N:8]([CH2:26][C@H:27]3[CH2:31][CH2:30][CH2:29][N:28]3C(OC(C)(C)C)=O)[N:9]=[C:10]([C:11]3[CH:16]=[CH:15][C:14]([O:17][C:18]4[C:23]([F:24])=[CH:22][CH:21]=[CH:20][C:19]=4[F:25])=[CH:13][CH:12]=3)[C:3]=12.FC(F)(F)C(O)=O. The catalyst is ClCCl. The product is [F:25][C:19]1[CH:20]=[CH:21][CH:22]=[C:23]([F:24])[C:18]=1[O:17][C:14]1[CH:13]=[CH:12][C:11]([C:10]2[C:3]3[C:4](=[N:5][CH:6]=[N:7][C:2]=3[NH2:1])[N:8]([CH2:26][C@H:27]3[CH2:31][CH2:30][CH2:29][NH:28]3)[N:9]=2)=[CH:16][CH:15]=1. The yield is 0.880. (5) The reactants are C[O:2][C:3](=[O:38])[CH2:4][O:5][C:6]1[CH:7]=[C:8]2[C:13](=[CH:14][CH:15]=1)[N:12]([C:16](=[O:24])[C:17]1[CH:22]=[CH:21][C:20]([F:23])=[CH:19][CH:18]=1)[C@@H:11]([CH3:25])[CH2:10][C@H:9]2[N:26]([C:31]1[CH:36]=[CH:35][C:34]([Cl:37])=[CH:33][CH:32]=1)[C:27](=[O:30])[CH2:28][CH3:29].[OH-].[Na+]. The catalyst is CO. The product is [Cl:37][C:34]1[CH:33]=[CH:32][C:31]([N:26]([C:27](=[O:30])[CH2:28][CH3:29])[C@H:9]2[C:8]3[C:13](=[CH:14][CH:15]=[C:6]([O:5][CH2:4][C:3]([OH:38])=[O:2])[CH:7]=3)[N:12]([C:16](=[O:24])[C:17]3[CH:18]=[CH:19][C:20]([F:23])=[CH:21][CH:22]=3)[C@@H:11]([CH3:25])[CH2:10]2)=[CH:36][CH:35]=1. The yield is 0.940. (6) The reactants are [NH:1]1CCCN1C(O)=O.CC#N.[C:12]1([N:18]=[C:19]=[O:20])[CH:17]=[CH:16][CH:15]=[CH:14][CH:13]=1. The catalyst is C(Cl)Cl. The product is [C:12]1([NH:18][C:19]([NH2:1])=[O:20])[CH:17]=[CH:16][CH:15]=[CH:14][CH:13]=1. The yield is 0.710. (7) The reactants are [N:1]([O-])=O.[Na+].[CH3:5][C:6]1[CH:7]=[C:8]([CH:10]=[C:11]([CH3:25])[C:12]=1[O:13][C:14]1[CH:19]=[CH:18][C:17]([O:20][CH3:21])=[C:16]([CH:22]([CH3:24])[CH3:23])[CH:15]=1)[NH2:9].Cl.[Sn](Cl)Cl. The catalyst is O.C(O)C. The product is [CH3:25][C:11]1[CH:10]=[C:8]([NH:9][NH2:1])[CH:7]=[C:6]([CH3:5])[C:12]=1[O:13][C:14]1[CH:19]=[CH:18][C:17]([O:20][CH3:21])=[C:16]([CH:22]([CH3:23])[CH3:24])[CH:15]=1. The yield is 0.450. (8) The reactants are Br[C:2]1[C:10]2[C:5](=[CH:6][CH:7]=[C:8]([N+:11]([O-:13])=[O:12])[CH:9]=2)[NH:4][CH:3]=1.CC1(C)C(C)(C)OB([C:22]2[CH:26]=[CH:25][N:24]([C:27]([O:29][C:30]([CH3:33])([CH3:32])[CH3:31])=[O:28])[CH:23]=2)O1.C([O-])([O-])=O.[Na+].[Na+]. The catalyst is C1COCC1.O. The product is [N+:11]([C:8]1[CH:9]=[C:10]2[C:5](=[CH:6][CH:7]=1)[NH:4][CH:3]=[C:2]2[C:26]1[CH:22]=[CH:23][N:24]([C:27]([O:29][C:30]([CH3:33])([CH3:32])[CH3:31])=[O:28])[CH:25]=1)([O-:13])=[O:12]. The yield is 0.370. (9) The reactants are C(O[C:4]([C:6]1[CH:7]=[C:8]2[C:12](=[CH:13][CH:14]=1)[NH:11][N:10]=[C:9]2[C:15]1[CH:24]=[CH:23][C:22]2[C:17](=[CH:18][CH:19]=[C:20]([O:25][CH2:26][CH2:27][N:28]3[CH2:32][CH2:31][CH2:30][CH2:29]3)[CH:21]=2)[CH:16]=1)=[NH:5])C.[C:33]([NH:39][NH2:40])(=O)[C:34]([CH3:37])([CH3:36])[CH3:35]. No catalyst specified. The product is [C:34]([C:33]1[NH:39][N:40]=[C:4]([C:6]2[CH:7]=[C:8]3[C:12](=[CH:13][CH:14]=2)[NH:11][N:10]=[C:9]3[C:15]2[CH:24]=[CH:23][C:22]3[C:17](=[CH:18][CH:19]=[C:20]([O:25][CH2:26][CH2:27][N:28]4[CH2:29][CH2:30][CH2:31][CH2:32]4)[CH:21]=3)[CH:16]=2)[N:5]=1)([CH3:37])([CH3:36])[CH3:35]. The yield is 0.420. (10) The reactants are [C:1]([NH:8][C@H:9]([C:13]([OH:15])=[O:14])[CH:10]([CH3:12])[CH3:11])([O:3][C:4]([CH3:7])([CH3:6])[CH3:5])=[O:2].[Cl:16][CH2:17][CH2:18][CH2:19][CH2:20]O.ON1C2C=CC=CC=2N=N1.CN1CCOCC1.F[P-](F)(F)(F)(F)F.C[N+](C)=C(N(C)C)ON1C2C=CC=CC=2N=N1. The catalyst is C(Cl)Cl. The product is [C:4]([O:3][C:1]([NH:8][CH:9]([CH:10]([CH3:11])[CH3:12])[C:13]([O:15][CH2:20][CH2:19][CH2:18][CH2:17][Cl:16])=[O:14])=[O:2])([CH3:5])([CH3:7])[CH3:6]. The yield is 0.640.